Dataset: Reaction yield outcomes from USPTO patents with 853,638 reactions. Task: Predict the reaction yield, written as a fraction of the theoretical maximum amount of product (1.0 means a 100% yield; for example, 0.34 means a 34% yield). (1) The product is [Cl:1][C:2]1[CH:10]=[CH:9][CH:8]=[C:4]([CH2:5][OH:6])[C:3]=1[C:11]#[N:12]. The yield is 0.420. The catalyst is O1CCCC1. The reactants are [Cl:1][C:2]1[C:3]([C:11]#[N:12])=[C:4]([CH:8]=[CH:9][CH:10]=1)[C:5](O)=[O:6]. (2) The reactants are [CH3:1][NH:2][CH2:3][CH2:4][OH:5].[CH3:18][C:17]([O:16][C:14](O[C:14]([O:16][C:17]([CH3:20])([CH3:19])[CH3:18])=[O:15])=[O:15])([CH3:20])[CH3:19]. The catalyst is C(Cl)Cl.CC(=O)OCC. The product is [OH:5][CH2:4][CH2:3][N:2]([CH3:1])[C:14](=[O:15])[O:16][C:17]([CH3:18])([CH3:19])[CH3:20]. The yield is 0.860. (3) The reactants are [Cl:1][C:2]1[CH:30]=[CH:29][C:5]([CH2:6][C:7]2[N:8]=[C:9]([CH:26]([CH3:28])[CH3:27])[C:10]3[N:15]=[C:14]([C:16]4[CH:21]=[C:20]([CH3:22])[C:19]([O:23]C)=[C:18]([CH3:25])[CH:17]=4)[O:13][C:11]=3[N:12]=2)=[CH:4][CH:3]=1.B(Br)(Br)Br. No catalyst specified. The product is [Cl:1][C:2]1[CH:30]=[CH:29][C:5]([CH2:6][C:7]2[N:8]=[C:9]([CH:26]([CH3:27])[CH3:28])[C:10]3[N:15]=[C:14]([C:16]4[CH:21]=[C:20]([CH3:22])[C:19]([OH:23])=[C:18]([CH3:25])[CH:17]=4)[O:13][C:11]=3[N:12]=2)=[CH:4][CH:3]=1. The yield is 0.700. (4) The reactants are C(O[BH-](OC(=O)C)OC(=O)C)(=O)C.[Na+].[CH3:15][O:16][C:17](=[O:41])[C@@H:18]([NH:22][C:23](=[O:40])[C:24]1[CH:29]=[CH:28][C:27]([C:30]#[C:31][C:32]2[CH:37]=[CH:36][C:35]([CH:38]=O)=[CH:34][CH:33]=2)=[CH:26][CH:25]=1)[C@H:19]([OH:21])[CH3:20].[NH:42]1[CH2:47][CH2:46][O:45][CH2:44][CH2:43]1.C(Cl)Cl.CO. The catalyst is C1COCC1. The product is [CH3:15][O:16][C:17](=[O:41])[C@@H:18]([NH:22][C:23](=[O:40])[C:24]1[CH:29]=[CH:28][C:27]([C:30]#[C:31][C:32]2[CH:37]=[CH:36][C:35]([CH2:38][N:42]3[CH2:47][CH2:46][O:45][CH2:44][CH2:43]3)=[CH:34][CH:33]=2)=[CH:26][CH:25]=1)[C@H:19]([OH:21])[CH3:20]. The yield is 0.860. (5) The reactants are C(O)(C(F)(F)F)=O.C(OC([N:15]1[CH2:19][CH2:18][CH2:17][C@H:16]1[C:20]1[N:21](COCC[Si](C)(C)C)[C:22]([C:25]2[CH:26]=[N:27][C:28]([C:31]3[CH:36]=[CH:35][C:34]([C:37]4[NH:38][C:39]([C@@H:42]5[CH2:46][CH2:45][CH2:44][N:43]5C(OC(C)(C)C)=O)=[N:40][CH:41]=4)=[CH:33][CH:32]=3)=[N:29][CH:30]=2)=[CH:23][N:24]=1)=O)(C)(C)C. The catalyst is C(Cl)Cl. The product is [NH:15]1[CH2:19][CH2:18][CH2:17][C@H:16]1[C:20]1[NH:21][C:22]([C:25]2[CH:26]=[N:27][C:28]([C:31]3[CH:36]=[CH:35][C:34]([C:37]4[NH:38][C:39]([C@@H:42]5[CH2:46][CH2:45][CH2:44][NH:43]5)=[N:40][CH:41]=4)=[CH:33][CH:32]=3)=[N:29][CH:30]=2)=[CH:23][N:24]=1. The yield is 0.360. (6) The reactants are [CH3:1][O:2][P:3](=[O:14])([O:12][CH3:13])[O:4][CH:5]1[CH2:9][O:8]C(C)(C)[O:6]1.Cl. The catalyst is ClCCl.CO.COC. The product is [CH3:1][O:2][P:3](=[O:14])([O:12][CH3:13])[O:4][CH:5]([OH:6])[CH2:9][OH:8]. The yield is 0.690. (7) The reactants are [CH2:1]([O:8][C@@H:9]1[C@@H:21]([O:22][CH2:23][C:24]2[CH:29]=[CH:28][CH:27]=[CH:26][CH:25]=2)[C@@H:20]([O:30][CH2:31][C:32]2[CH:37]=[CH:36][CH:35]=[CH:34][CH:33]=2)[C@@H:19]([CH2:38][O:39][CH2:40][C:41]2[CH:46]=[CH:45][CH:44]=[CH:43][CH:42]=2)[O:18][C@H:10]1SC1C=CC=CC=1)[C:2]1[CH:7]=[CH:6][CH:5]=[CH:4][CH:3]=1.C(N(S(F)(F)[F:53])CC)C.BrN1C(=O)CCC1=O.C([O-])(O)=O.[Na+]. The catalyst is C(Cl)Cl. The product is [CH2:1]([O:8][C@@H:9]1[C@@H:21]([O:22][CH2:23][C:24]2[CH:29]=[CH:28][CH:27]=[CH:26][CH:25]=2)[C@@H:20]([O:30][CH2:31][C:32]2[CH:37]=[CH:36][CH:35]=[CH:34][CH:33]=2)[C@@H:19]([CH2:38][O:39][CH2:40][C:41]2[CH:46]=[CH:45][CH:44]=[CH:43][CH:42]=2)[O:18][C@@H:10]1[F:53])[C:2]1[CH:7]=[CH:6][CH:5]=[CH:4][CH:3]=1. The yield is 0.730. (8) The reactants are [CH2:1]([N:5]1[C:13](=[O:14])[C:12]2[N:11]([CH2:15][CH:16]=[CH2:17])[C:10]([C:18]([O:20]C)=[O:19])=[N:9][C:8]=2[N:7]([CH2:22][CH2:23][CH2:24][CH3:25])[C:6]1=[O:26])[CH2:2][CH2:3][CH3:4].[Li+].[OH-].Cl.CCOC(C)=O. The catalyst is CO.O. The product is [CH2:1]([N:5]1[C:13](=[O:14])[C:12]2[N:11]([CH2:15][CH:16]=[CH2:17])[C:10]([C:18]([OH:20])=[O:19])=[N:9][C:8]=2[N:7]([CH2:22][CH2:23][CH2:24][CH3:25])[C:6]1=[O:26])[CH2:2][CH2:3][CH3:4]. The yield is 0.850. (9) The reactants are [C:1]([NH:5][NH2:6])([CH3:4])([CH3:3])[CH3:2].Cl[C:8](=[CH2:11])[C:9]#[N:10].CC([O-])=O.[Na+]. The catalyst is C(O)C. The product is [C:1]([N:5]1[CH:11]=[CH:8][C:9]([NH2:10])=[N:6]1)([CH3:4])([CH3:3])[CH3:2]. The yield is 0.370.